Task: Predict the reaction yield, written as a fraction of the theoretical maximum amount of product (1.0 means a 100% yield; for example, 0.34 means a 34% yield).. Dataset: Reaction yield outcomes from USPTO patents with 853,638 reactions (1) The reactants are [F:1][C:2]1[CH:3]=[C:4]([C:16]#[N:17])[C:5]([C:8]2[C:13]([F:14])=[CH:12][CH:11]=[CH:10][C:9]=2[F:15])=[CH:6][CH:7]=1.[Br:18]N1C(C)(C)C(=O)N(Br)C1=O.S(=O)(=O)(O)O.O. The catalyst is C(#N)C. The product is [Br:18][C:12]1[C:13]([F:14])=[C:8]([C:5]2[C:4]([C:16]#[N:17])=[CH:3][C:2]([F:1])=[CH:7][CH:6]=2)[C:9]([F:15])=[CH:10][CH:11]=1. The yield is 0.940. (2) The reactants are CC1(C)C(C)(C)OB([C:9]2[CH:10]=[CH:11][C:12]([C:15]3[CH:20]=[CH:19][C:18]([N:21]4[C:33]5[CH:32]=[CH:31][CH:30]=[CH:29][C:28]=5[C:27]5[C:22]4=[CH:23][CH:24]=[CH:25][CH:26]=5)=[CH:17][CH:16]=3)=[N:13][CH:14]=2)O1.Br[C:36]1[CH:37]=[CH:38][C:39]([C:42]2[N:46]([C:47]3[CH:52]=[CH:51][CH:50]=[CH:49][CH:48]=3)[C:45]3[CH:53]=[CH:54][CH:55]=[CH:56][C:44]=3[N:43]=2)=[N:40][CH:41]=1.C([O-])([O-])=O.[Na+].[Na+].O. The catalyst is C1C=CC([P]([Pd]([P](C2C=CC=CC=2)(C2C=CC=CC=2)C2C=CC=CC=2)([P](C2C=CC=CC=2)(C2C=CC=CC=2)C2C=CC=CC=2)[P](C2C=CC=CC=2)(C2C=CC=CC=2)C2C=CC=CC=2)(C2C=CC=CC=2)C2C=CC=CC=2)=CC=1.C(Cl)Cl.CC(C)=O.C(Cl)Cl.C1COCC1. The product is [C:47]1([N:46]2[C:45]3[CH:53]=[CH:54][CH:55]=[CH:56][C:44]=3[N:43]=[C:42]2[C:39]2[N:40]=[CH:41][C:36]([C:9]3[CH:14]=[N:13][C:12]([C:15]4[CH:16]=[CH:17][C:18]([N:21]5[C:22]6[CH:23]=[CH:24][CH:25]=[CH:26][C:27]=6[C:28]6[C:33]5=[CH:32][CH:31]=[CH:30][CH:29]=6)=[CH:19][CH:20]=4)=[CH:11][CH:10]=3)=[CH:37][CH:38]=2)[CH:52]=[CH:51][CH:50]=[CH:49][CH:48]=1. The yield is 0.700. (3) The reactants are [CH:1]([C:4]1[CH:11]=[CH:10][C:7]([CH:8]=O)=[CH:6][CH:5]=1)([CH3:3])[CH3:2].[CH3:12][N:13]1[CH2:18][CH2:17][N:16]([C:19]2[N:24]=[N:23][C:22]([NH2:25])=[CH:21][CH:20]=2)[CH2:15][CH2:14]1.C([O:28][C:29](=O)[C:30]([OH:41])=[CH:31][C:32](=[O:40])[C:33]1[CH:38]=[CH:37][C:36]([CH3:39])=[CH:35][CH:34]=1)C. No catalyst specified. The product is [OH:41][C:30]1[C:29](=[O:28])[N:25]([C:22]2[N:23]=[N:24][C:19]([N:16]3[CH2:17][CH2:18][N:13]([CH3:12])[CH2:14][CH2:15]3)=[CH:20][CH:21]=2)[CH:8]([C:7]2[CH:10]=[CH:11][C:4]([CH:1]([CH3:3])[CH3:2])=[CH:5][CH:6]=2)[C:31]=1[C:32](=[O:40])[C:33]1[CH:38]=[CH:37][C:36]([CH3:39])=[CH:35][CH:34]=1. The yield is 0.0600. (4) The reactants are [CH:1]1[C:10]2[C:5](=[CH:6][CH:7]=[CH:8][CH:9]=2)[C:4](B(O)O)=[CH:3][N:2]=1.Br[C:15]1[CH:16]=[C:17]2[C:21](=[C:22]([Cl:24])[CH:23]=1)[NH:20][N:19]=[CH:18]2.C(=O)([O-])[O-].[Na+].[Na+]. The catalyst is C1C=CC([P]([Pd]([P](C2C=CC=CC=2)(C2C=CC=CC=2)C2C=CC=CC=2)([P](C2C=CC=CC=2)(C2C=CC=CC=2)C2C=CC=CC=2)[P](C2C=CC=CC=2)(C2C=CC=CC=2)C2C=CC=CC=2)(C2C=CC=CC=2)C2C=CC=CC=2)=CC=1.C(COC)OC. The product is [Cl:24][C:22]1[CH:23]=[C:15]([C:4]2[C:5]3[C:10](=[CH:9][CH:8]=[CH:7][CH:6]=3)[CH:1]=[N:2][CH:3]=2)[CH:16]=[C:17]2[C:21]=1[NH:20][N:19]=[CH:18]2. The yield is 0.720. (5) The reactants are [CH3:1][C:2]1[CH:7]=[CH:6][C:5]([S:8]([O:11][CH2:12][CH:13]2[CH2:17][C:16]3[CH:18]=[CH:19][CH:20]=[C:21]([NH2:22])[C:15]=3[O:14]2)(=[O:10])=[O:9])=[CH:4][CH:3]=1.Br[C:24]1[CH:29]=[CH:28][C:27]([Cl:30])=[CH:26][CH:25]=1. No catalyst specified. The product is [CH3:1][C:2]1[CH:3]=[CH:4][C:5]([S:8]([O:11][CH2:12][CH:13]2[CH2:17][C:16]3[CH:18]=[CH:19][CH:20]=[C:21]([NH:22][C:24]4[CH:29]=[CH:28][C:27]([Cl:30])=[CH:26][CH:25]=4)[C:15]=3[O:14]2)(=[O:10])=[O:9])=[CH:6][CH:7]=1. The yield is 0.570. (6) The reactants are Br[C:2]1[CH:3]=[C:4]2[C:9](=[CH:10][CH:11]=1)[N:8]=[CH:7][C:6]([C:12]([CH:14]1[CH2:16][CH2:15]1)=[O:13])=[C:5]2[NH:17][C:18]1[CH:23]=[CH:22][C:21]([CH2:24][N:25]2[CH2:30][CH2:29][N:28]([CH3:31])[CH2:27][CH2:26]2)=[CH:20][CH:19]=1.[Cl:32][C:33]1[CH:38]=[C:37](B2OC(C)(C)C(C)(C)O2)[CH:36]=[C:35]([Cl:48])[C:34]=1[OH:49]. No catalyst specified. The product is [CH:14]1([C:12]([C:6]2[CH:7]=[N:8][C:9]3[C:4]([C:5]=2[NH:17][C:18]2[CH:23]=[CH:22][C:21]([CH2:24][N:25]4[CH2:26][CH2:27][N:28]([CH3:31])[CH2:29][CH2:30]4)=[CH:20][CH:19]=2)=[CH:3][C:2]([C:37]2[CH:38]=[C:33]([Cl:32])[C:34]([OH:49])=[C:35]([Cl:48])[CH:36]=2)=[CH:11][CH:10]=3)=[O:13])[CH2:15][CH2:16]1. The yield is 0.830.